This data is from Forward reaction prediction with 1.9M reactions from USPTO patents (1976-2016). The task is: Predict the product of the given reaction. Given the reactants I[C:2]1[N:9]2[C:5]([S:6][C:7]([C:10]3[CH:11]=[C:12]([N:16]([CH3:18])[CH3:17])[CH:13]=[CH:14][CH:15]=3)=[N:8]2)=[N:4][CH:3]=1.CC1(C)C(C)(C)OB([C:27]2[CH:28]=[C:29]([C:34]([F:37])([F:36])[F:35])[C:30]([NH2:33])=[N:31][CH:32]=2)O1.C([O-])([O-])=O.[Na+].[Na+], predict the reaction product. The product is: [CH3:17][N:16]([CH3:18])[C:12]1[CH:11]=[C:10]([C:7]2[S:6][C:5]3=[N:4][CH:3]=[C:2]([C:27]4[CH:28]=[C:29]([C:34]([F:37])([F:36])[F:35])[C:30]([NH2:33])=[N:31][CH:32]=4)[N:9]3[N:8]=2)[CH:15]=[CH:14][CH:13]=1.